From a dataset of NCI-60 drug combinations with 297,098 pairs across 59 cell lines. Regression. Given two drug SMILES strings and cell line genomic features, predict the synergy score measuring deviation from expected non-interaction effect. (1) Drug 1: CC1OCC2C(O1)C(C(C(O2)OC3C4COC(=O)C4C(C5=CC6=C(C=C35)OCO6)C7=CC(=C(C(=C7)OC)O)OC)O)O. Drug 2: C1=CC(=CC=C1CC(C(=O)O)N)N(CCCl)CCCl.Cl. Cell line: MALME-3M. Synergy scores: CSS=22.8, Synergy_ZIP=-6.61, Synergy_Bliss=3.86, Synergy_Loewe=-0.00520, Synergy_HSA=3.92. (2) Drug 2: CC1CC2C3CCC4=CC(=O)C=CC4(C3(C(CC2(C1(C(=O)CO)O)C)O)F)C. Drug 1: CC12CCC3C(C1CCC2NC(=O)OCC(F)(F)F)CCC4C3(C=CC(=O)N4C)C. Cell line: HCT116. Synergy scores: CSS=2.70, Synergy_ZIP=-1.14, Synergy_Bliss=-3.60, Synergy_Loewe=-1.36, Synergy_HSA=-1.30. (3) Drug 1: C1CC(C1)(C(=O)O)C(=O)O.[NH2-].[NH2-].[Pt+2]. Drug 2: CC1CCCC2(C(O2)CC(NC(=O)CC(C(C(=O)C(C1O)C)(C)C)O)C(=CC3=CSC(=N3)C)C)C. Cell line: SF-295. Synergy scores: CSS=46.5, Synergy_ZIP=0.660, Synergy_Bliss=0.750, Synergy_Loewe=-22.0, Synergy_HSA=2.59. (4) Synergy scores: CSS=15.2, Synergy_ZIP=-4.48, Synergy_Bliss=1.75, Synergy_Loewe=1.84, Synergy_HSA=1.93. Cell line: NCI-H522. Drug 1: CC12CCC(CC1=CCC3C2CCC4(C3CC=C4C5=CN=CC=C5)C)O. Drug 2: CN1C2=C(C=C(C=C2)N(CCCl)CCCl)N=C1CCCC(=O)O.Cl. (5) Drug 1: CC(C)CN1C=NC2=C1C3=CC=CC=C3N=C2N. Drug 2: CC1C(C(CC(O1)OC2CC(CC3=C2C(=C4C(=C3O)C(=O)C5=C(C4=O)C(=CC=C5)OC)O)(C(=O)CO)O)N)O.Cl. Cell line: HCT116. Synergy scores: CSS=32.2, Synergy_ZIP=0.222, Synergy_Bliss=-2.60, Synergy_Loewe=-16.6, Synergy_HSA=-3.72. (6) Drug 1: CCCS(=O)(=O)NC1=C(C(=C(C=C1)F)C(=O)C2=CNC3=C2C=C(C=N3)C4=CC=C(C=C4)Cl)F. Drug 2: CC12CCC3C(C1CCC2O)C(CC4=C3C=CC(=C4)O)CCCCCCCCCS(=O)CCCC(C(F)(F)F)(F)F. Cell line: RPMI-8226. Synergy scores: CSS=7.23, Synergy_ZIP=5.88, Synergy_Bliss=15.4, Synergy_Loewe=8.34, Synergy_HSA=8.97. (7) Drug 1: CC12CCC(CC1=CCC3C2CCC4(C3CC=C4C5=CN=CC=C5)C)O. Drug 2: CC1=C2C(C(=O)C3(C(CC4C(C3C(C(C2(C)C)(CC1OC(=O)C(C(C5=CC=CC=C5)NC(=O)OC(C)(C)C)O)O)OC(=O)C6=CC=CC=C6)(CO4)OC(=O)C)OC)C)OC. Cell line: SNB-75. Synergy scores: CSS=29.8, Synergy_ZIP=3.42, Synergy_Bliss=4.22, Synergy_Loewe=-19.4, Synergy_HSA=3.79.